This data is from Reaction yield outcomes from USPTO patents with 853,638 reactions. The task is: Predict the reaction yield, written as a fraction of the theoretical maximum amount of product (1.0 means a 100% yield; for example, 0.34 means a 34% yield). (1) The reactants are [CH3:1][O-:2].[Na+].CC[CH:6]([NH:9][C:10]1[CH:15]=[N:14][CH:13]=[C:12](Cl)[N:11]=1)[CH2:7]C.CN1[CH2:22][CH2:21][CH2:20]C1=O. The catalyst is CO. The product is [CH2:6]([NH:9][C:10]1[C:15]([CH2:20][CH2:21][CH3:22])=[N:14][CH:13]=[C:12]([O:2][CH3:1])[N:11]=1)[CH3:7]. The yield is 0.980. (2) The product is [I:9][CH2:8][CH2:7][C@H:2]([NH:19][NH:18][C:20]([O:22][CH2:23][C:24]1[CH:29]=[CH:28][CH:27]=[CH:26][CH:25]=1)=[O:21])[C:3]([O:5][CH3:6])=[O:4]. The yield is 0.830. The reactants are O[C@H:2]([CH2:7][CH2:8][I:9])[C:3]([O:5][CH3:6])=[O:4].N1C(C)=CC=CC=1C.[NH:18]([C:20]([O:22][CH2:23][C:24]1[CH:29]=[CH:28][CH:27]=[CH:26][CH:25]=1)=[O:21])[NH2:19]. The catalyst is C(Cl)Cl. (3) The reactants are [N:1]1([C:7]2[C:8]3[S:28][C:27]([CH2:29][N:30]4[CH2:35][CH2:34][N:33]([C:36]([CH3:41])([CH3:40])[C:37]([NH2:39])=[O:38])[CH2:32][CH2:31]4)=[CH:26][C:9]=3[N:10]=[C:11]([Sn](CCCC)(CCCC)CCCC)[N:12]=2)[CH2:6][CH2:5][O:4][CH2:3][CH2:2]1.Br[C:43]1[C:44]2[N:45]([CH:49]=[N:50][CH:51]=2)[CH:46]=[CH:47][CH:48]=1. The catalyst is O1CCOCC1.C1C=CC([P]([Pd]([P](C2C=CC=CC=2)(C2C=CC=CC=2)C2C=CC=CC=2)([P](C2C=CC=CC=2)(C2C=CC=CC=2)C2C=CC=CC=2)[P](C2C=CC=CC=2)(C2C=CC=CC=2)C2C=CC=CC=2)(C2C=CC=CC=2)C2C=CC=CC=2)=CC=1.S1C=CC=C1C([O-])=O.[Cu+]. The product is [CH:51]1[N:50]=[CH:49][N:45]2[CH:46]=[CH:47][CH:48]=[C:43]([C:11]3[N:12]=[C:7]([N:1]4[CH2:6][CH2:5][O:4][CH2:3][CH2:2]4)[C:8]4[S:28][C:27]([CH2:29][N:30]5[CH2:35][CH2:34][N:33]([C:36]([CH3:40])([CH3:41])[C:37]([NH2:39])=[O:38])[CH2:32][CH2:31]5)=[CH:26][C:9]=4[N:10]=3)[C:44]=12. The yield is 0.730. (4) No catalyst specified. The reactants are [CH:1]1([C:7]2[C:15]3[C:10](=[CH:11][C:12]([C:16]([OH:18])=[O:17])=[CH:13][CH:14]=3)[N:9]([CH2:19][C:20]([N:22]3[CH2:27][CH2:26][O:25][CH2:24][CH2:23]3)=[O:21])[C:8]=2[C:28]2[CH:33]=[CH:32][C:31](C3C=CC(N(C)C)=CC=3)=[CH:30][CH:29]=2)[CH2:6][CH2:5][CH2:4][CH2:3][CH2:2]1.COC(C1C=C2C(C(C3CCCCC3)=C(C3C=CC(OS(C(F)(F)F)(=O)=O)=CC=3)N2CC(N2CCOCC2)=O)=CC=1)=O.[C:85]([C:87]1[CH:88]=[C:89](B(O)O)[CH:90]=[CH:91][CH:92]=1)#[N:86]. The product is [C:85]([C:87]1[CH:88]=[C:89]([C:31]2[CH:32]=[CH:33][C:28]([C:8]3[N:9]([CH2:19][C:20]([N:22]4[CH2:23][CH2:24][O:25][CH2:26][CH2:27]4)=[O:21])[C:10]4[C:15]([C:7]=3[CH:1]3[CH2:2][CH2:3][CH2:4][CH2:5][CH2:6]3)=[CH:14][CH:13]=[C:12]([C:16]([OH:18])=[O:17])[CH:11]=4)=[CH:29][CH:30]=2)[CH:90]=[CH:91][CH:92]=1)#[N:86]. The yield is 0.0600.